Dataset: TCR-epitope binding with 47,182 pairs between 192 epitopes and 23,139 TCRs. Task: Binary Classification. Given a T-cell receptor sequence (or CDR3 region) and an epitope sequence, predict whether binding occurs between them. The epitope is TPINLVRDL. The TCR CDR3 sequence is CATSDSGRVNTEAFF. Result: 0 (the TCR does not bind to the epitope).